This data is from Full USPTO retrosynthesis dataset with 1.9M reactions from patents (1976-2016). The task is: Predict the reactants needed to synthesize the given product. The reactants are: [CH2:1]([OH:4])[CH2:2][OH:3].CC1C=CC(S(O)(=O)=O)=CC=1.O.[CH2:17]([O:19][C:20](=[O:36])[C:21]1[CH:26]=[C:25]([O:27][C:28]([F:31])([F:30])[F:29])[C:24]([CH:32]=O)=[C:23]([Cl:34])[C:22]=1[NH2:35])[CH3:18].C(=O)(O)[O-].[Na+]. Given the product [CH2:17]([O:19][C:20](=[O:36])[C:21]1[CH:26]=[C:25]([O:27][C:28]([F:31])([F:29])[F:30])[C:24]([CH:32]2[O:4][CH2:1][CH2:2][O:3]2)=[C:23]([Cl:34])[C:22]=1[NH2:35])[CH3:18], predict the reactants needed to synthesize it.